Dataset: Full USPTO retrosynthesis dataset with 1.9M reactions from patents (1976-2016). Task: Predict the reactants needed to synthesize the given product. (1) Given the product [Br:18][C:19]1[N:20]=[C:21]([N:10]2[CH2:17][CH2:16][CH2:15][C@@H:11]2[C:12]([O:14][CH3:1])=[O:13])[CH:22]=[CH:23][CH:24]=1, predict the reactants needed to synthesize it. The reactants are: [CH2:1](N(CC)CC)C.CCl.[NH:10]1[CH2:17][CH2:16][CH2:15][C@@H:11]1[C:12]([OH:14])=[O:13].[Br:18][C:19]1[CH:24]=[CH:23][CH:22]=[C:21](F)[N:20]=1.O. (2) Given the product [NH2:28][C:27]1[N:1]([C:2]2[CH:7]=[CH:6][C:5]([CH2:8][S:9]([NH:12][CH3:13])(=[O:11])=[O:10])=[CH:4][CH:3]=2)[N:14]=[C:25]([C:24]([CH3:31])([CH3:30])[CH3:23])[CH:26]=1, predict the reactants needed to synthesize it. The reactants are: [NH2:1][C:2]1[CH:7]=[CH:6][C:5]([CH2:8][S:9]([NH:12][CH3:13])(=[O:11])=[O:10])=[CH:4][CH:3]=1.[N:14]([O-])=O.[Na+].[Sn](Cl)Cl.[OH-].[Na+].[CH3:23][C:24]([CH3:31])([CH3:30])[C:25](=O)[CH2:26][C:27]#[N:28]. (3) Given the product [O:31]1[CH2:32][CH2:33][C:29]([C:26]2[CH:25]=[CH:24][C:23]([C:7]3[CH:6]=[CH:5][C:4]([N:9]4[CH2:13][C@H:12]([CH2:14][N:15]5[CH:19]=[CH:18][N:17]=[N:16]5)[O:11][C:10]4=[O:20])=[CH:3][C:2]=3[F:1])=[CH:28][CH:27]=2)=[N:30]1, predict the reactants needed to synthesize it. The reactants are: [F:1][C:2]1[CH:3]=[C:4]([N:9]2[CH2:13][C@H:12]([CH2:14][N:15]3[CH:19]=[CH:18][N:17]=[N:16]3)[O:11][C:10]2=[O:20])[CH:5]=[CH:6][C:7]=1I.C[Sn](C)(C)[C:23]1[CH:28]=[CH:27][C:26]([C:29]2[CH2:33][CH2:32][O:31][N:30]=2)=[CH:25][CH:24]=1.